This data is from Reaction yield outcomes from USPTO patents with 853,638 reactions. The task is: Predict the reaction yield, written as a fraction of the theoretical maximum amount of product (1.0 means a 100% yield; for example, 0.34 means a 34% yield). (1) The reactants are Cl[C:2]1[CH:3]=[C:4]2[C:8](=[CH:9][CH:10]=1)NC(C(O)=O)=C2.[CH2:14]([O:16][C:17](=[O:31])[CH2:18]N1C2C=C(N)C=CC=2OCCC1)[CH3:15].F[P-](F)(F)(F)(F)F.N1(O[P+](N(C)C)(N(C)C)N(C)C)C2C=CC=CC=2N=N1.C(N(CC)CC)C. The catalyst is C1COCC1. The product is [CH3:15][CH2:14][O:16][C:17]([CH3:18])=[O:31].[CH3:4][CH2:3][CH2:2][CH2:10][CH2:9][CH3:8]. The yield is 0.500. (2) The yield is 0.580. The catalyst is C(Cl)Cl. The product is [CH3:1][O:2][C:3]1[CH:4]=[C:5]([O:17][S:26]([C:25]([F:31])([F:30])[F:24])(=[O:28])=[O:27])[CH:6]=[C:7]([CH3:16])[C:8]=1[CH2:9][N:10]1[CH2:15][CH2:14][CH2:13][CH2:12][CH2:11]1. The reactants are [CH3:1][O:2][C:3]1[CH:4]=[C:5]([OH:17])[CH:6]=[C:7]([CH3:16])[C:8]=1[CH2:9][N:10]1[CH2:15][CH2:14][CH2:13][CH2:12][CH2:11]1.N1C=CC=CC=1.[F:24][C:25]([F:31])([F:30])[S:26](Cl)(=[O:28])=[O:27].